Dataset: Forward reaction prediction with 1.9M reactions from USPTO patents (1976-2016). Task: Predict the product of the given reaction. (1) Given the reactants [N:1]1([CH2:6][CH2:7][CH2:8][NH2:9])[CH:5]=[CH:4][N:3]=[CH:2]1.[O:10]1[CH:15]=[CH:14][CH2:13][CH2:12][CH:11]1[CH:16]=O.C[Si]([N:22]=[N+:23]=[N-:24])(C)C.[N+:25]([CH:27]1[CH2:31][CH2:30][CH2:29][CH2:28]1)#[C-:26], predict the reaction product. The product is: [CH:27]1([N:25]2[C:26]([CH:16]([NH:9][CH2:8][CH2:7][CH2:6][N:1]3[CH:5]=[CH:4][N:3]=[CH:2]3)[CH:11]3[CH2:12][CH2:13][CH:14]=[CH:15][O:10]3)=[N:24][N:23]=[N:22]2)[CH2:31][CH2:30][CH2:29][CH2:28]1. (2) Given the reactants [CH2:1]([N:3]([CH2:30][CH3:31])[C:4]([CH:6]1[C:18]2[C:17]3[C:12](=[CH:13][CH:14]=[CH:15][CH:16]=3)[N:11]([CH2:19][CH2:20][O:21]CC3C=CC=CC=3)[C:10]=2[CH2:9][CH:8]([CH3:29])[CH2:7]1)=[O:5])[CH3:2], predict the reaction product. The product is: [CH2:30]([N:3]([CH2:1][CH3:2])[C:4]([CH:6]1[C:18]2[C:17]3[C:12](=[CH:13][CH:14]=[CH:15][CH:16]=3)[N:11]([CH2:19][CH2:20][OH:21])[C:10]=2[CH2:9][CH:8]([CH3:29])[CH2:7]1)=[O:5])[CH3:31].